This data is from Forward reaction prediction with 1.9M reactions from USPTO patents (1976-2016). The task is: Predict the product of the given reaction. Given the reactants [Br:1][C:2]1[CH:7]=[C:6]([CH2:8]Br)[C:5]([Br:10])=[CH:4][C:3]=1[CH2:11]Br.[F:13][C:14]([F:23])([F:22])[C:15]1[CH:20]=[CH:19][CH:18]=[CH:17][C:16]=1[OH:21].[C:24](=[O:27])([O-])[O-].[K+].[K+], predict the reaction product. The product is: [Br:10][C:5]1[CH:4]=[C:3]([CH2:11][O:21][C:16]2[CH:17]=[CH:18][CH:19]=[CH:20][C:15]=2[C:14]([F:22])([F:23])[F:13])[C:2]([Br:1])=[CH:7][C:6]=1[CH2:8][O:27][C:24]1[CH:19]=[CH:18][CH:17]=[CH:16][C:15]=1[C:14]([F:23])([F:22])[F:13].